This data is from TCR-epitope binding with 47,182 pairs between 192 epitopes and 23,139 TCRs. The task is: Binary Classification. Given a T-cell receptor sequence (or CDR3 region) and an epitope sequence, predict whether binding occurs between them. (1) The epitope is KLFIRQEEV. The TCR CDR3 sequence is CASSSIAGPIEQFF. Result: 0 (the TCR does not bind to the epitope). (2) The epitope is EHPTFTSQYRIQGKL. The TCR CDR3 sequence is CASSAGTNNEQFF. Result: 0 (the TCR does not bind to the epitope). (3) The epitope is LPPAYTNSF. The TCR CDR3 sequence is CASSLWDPDTGELFF. Result: 1 (the TCR binds to the epitope). (4) The TCR CDR3 sequence is CASSGRDSHEQYF. Result: 0 (the TCR does not bind to the epitope). The epitope is KLFIRQEEV. (5) The epitope is VSFIEFVGW. The TCR CDR3 sequence is CASSSGQVSNTGELFF. Result: 0 (the TCR does not bind to the epitope).